Dataset: Forward reaction prediction with 1.9M reactions from USPTO patents (1976-2016). Task: Predict the product of the given reaction. (1) Given the reactants [Cl:1][C:2]1[CH:3]=[N+:4]([O-])[CH:5]=[CH:6][C:7]=1[O:8][CH:9]([CH3:11])[CH3:10].C[Si]([C:17]#[N:18])(C)C.CC#N, predict the reaction product. The product is: [Cl:1][C:2]1[C:3]([C:17]#[N:18])=[N:4][CH:5]=[CH:6][C:7]=1[O:8][CH:9]([CH3:11])[CH3:10]. (2) Given the reactants [CH3:1][C:2]1[CH:7]=[C:6]([C:8]2[CH:9]=[CH:10][C:11]([O:31][CH3:32])=[C:12]([CH:30]=2)[CH2:13][NH:14][CH:15]2[CH2:20][CH2:19][CH:18]([N:21]([CH3:29])[C:22](=[O:28])[O:23][C:24]([CH3:27])([CH3:26])[CH3:25])[CH2:17][CH2:16]2)[CH:5]=[C:4]([CH3:33])[N:3]=1.[Cl:34][C:35]1[C:36]2[C:46]([F:47])=[CH:45][CH:44]=[CH:43][C:37]=2[S:38][C:39]=1[C:40](Cl)=[O:41], predict the reaction product. The product is: [Cl:34][C:35]1[C:36]2[C:46]([F:47])=[CH:45][CH:44]=[CH:43][C:37]=2[S:38][C:39]=1[C:40]([N:14]([CH2:13][C:12]1[CH:30]=[C:8]([C:6]2[CH:7]=[C:2]([CH3:1])[N:3]=[C:4]([CH3:33])[CH:5]=2)[CH:9]=[CH:10][C:11]=1[O:31][CH3:32])[CH:15]1[CH2:16][CH2:17][CH:18]([N:21]([CH3:29])[C:22](=[O:28])[O:23][C:24]([CH3:27])([CH3:26])[CH3:25])[CH2:19][CH2:20]1)=[O:41].